From a dataset of Reaction yield outcomes from USPTO patents with 853,638 reactions. Predict the reaction yield, written as a fraction of the theoretical maximum amount of product (1.0 means a 100% yield; for example, 0.34 means a 34% yield). The reactants are [S:1]1[CH:5]=[CH:4][CH:3]=[C:2]1[CH:6]=O.[C:8]([CH2:10][C:11]([NH2:13])=[S:12])#[N:9].CN1CCOCC1. The catalyst is C(O)C. The product is [C:8]([C:10](=[CH:6][C:2]1[S:1][CH:5]=[CH:4][CH:3]=1)[C:11]([NH2:13])=[S:12])#[N:9]. The yield is 0.720.